Dataset: Forward reaction prediction with 1.9M reactions from USPTO patents (1976-2016). Task: Predict the product of the given reaction. The product is: [F:20][C:12]([F:21])([C:13]1[CH:18]=[CH:17][C:16]([F:19])=[CH:15][N:14]=1)[C:9]1[N:8]=[C:7]([S:22][CH3:23])[C:6]2[C:11](=[C:2]([NH:70][S:67]([CH3:66])(=[O:69])=[O:68])[CH:3]=[CH:4][CH:5]=2)[N:10]=1. Given the reactants Br[C:2]1[CH:3]=[CH:4][CH:5]=[C:6]2[C:11]=1[N:10]=[C:9]([C:12]([F:21])([F:20])[C:13]1[CH:18]=[CH:17][C:16]([F:19])=[CH:15][N:14]=1)[N:8]=[C:7]2[S:22][CH3:23].C1(P(C2C=CC=CC=2)C2C3OC4C(=CC=CC=4P(C4C=CC=CC=4)C4C=CC=CC=4)C(C)(C)C=3C=CC=2)C=CC=CC=1.[CH3:66][S:67]([NH2:70])(=[O:69])=[O:68].C([O-])([O-])=O.[Cs+].[Cs+], predict the reaction product.